Task: Predict the reactants needed to synthesize the given product.. Dataset: Full USPTO retrosynthesis dataset with 1.9M reactions from patents (1976-2016) Given the product [CH:34]([C:33]1[C:29]([C:28]([F:37])([F:27])[F:36])=[N:30][N:31]([CH2:2][C:3]([NH:5][C:6]2[S:10][C:9]3[CH2:11][CH2:12][CH2:13][CH2:14][C:8]=3[C:7]=2[C:15]([NH:17][CH2:18][CH2:19][OH:20])=[O:16])=[O:4])[CH:32]=1)=[O:35], predict the reactants needed to synthesize it. The reactants are: Br[CH2:2][C:3]([NH:5][C:6]1[S:10][C:9]2[CH2:11][CH2:12][CH2:13][CH2:14][C:8]=2[C:7]=1[C:15]([NH:17][CH2:18][CH2:19][OH:20])=[O:16])=[O:4].C(=O)([O-])[O-].[K+].[K+].[F:27][C:28]([F:37])([F:36])[C:29]1[C:33]([CH:34]=[O:35])=[CH:32][NH:31][N:30]=1.Cl.